Dataset: HIV replication inhibition screening data with 41,000+ compounds from the AIDS Antiviral Screen. Task: Binary Classification. Given a drug SMILES string, predict its activity (active/inactive) in a high-throughput screening assay against a specified biological target. (1) The molecule is Cc1[nH]c2ccccc2c1C1Cc2ccccc2N1C(=O)C=CC(=O)O. The result is 0 (inactive). (2) The molecule is CCOc1ccccc1NC(=O)C1=C(C)NC(C)=C(C(=O)Nc2ccccc2OCC)C1c1ccc(NC(C)=O)cc1. The result is 0 (inactive).